Dataset: NCI-60 drug combinations with 297,098 pairs across 59 cell lines. Task: Regression. Given two drug SMILES strings and cell line genomic features, predict the synergy score measuring deviation from expected non-interaction effect. (1) Drug 2: CCC1(CC2CC(C3=C(CCN(C2)C1)C4=CC=CC=C4N3)(C5=C(C=C6C(=C5)C78CCN9C7C(C=CC9)(C(C(C8N6C)(C(=O)OC)O)OC(=O)C)CC)OC)C(=O)OC)O.OS(=O)(=O)O. Synergy scores: CSS=18.9, Synergy_ZIP=-4.74, Synergy_Bliss=4.21, Synergy_Loewe=-5.87, Synergy_HSA=1.91. Drug 1: C1C(C(OC1N2C=C(C(=O)NC2=O)F)CO)O. Cell line: SK-MEL-28. (2) Drug 1: CC12CCC3C(C1CCC2=O)CC(=C)C4=CC(=O)C=CC34C. Drug 2: CC12CCC3C(C1CCC2O)C(CC4=C3C=CC(=C4)O)CCCCCCCCCS(=O)CCCC(C(F)(F)F)(F)F. Cell line: LOX IMVI. Synergy scores: CSS=20.5, Synergy_ZIP=-0.452, Synergy_Bliss=-4.66, Synergy_Loewe=-4.31, Synergy_HSA=-3.75. (3) Drug 1: CC1C(C(=O)NC(C(=O)N2CCCC2C(=O)N(CC(=O)N(C(C(=O)O1)C(C)C)C)C)C(C)C)NC(=O)C3=C4C(=C(C=C3)C)OC5=C(C(=O)C(=C(C5=N4)C(=O)NC6C(OC(=O)C(N(C(=O)CN(C(=O)C7CCCN7C(=O)C(NC6=O)C(C)C)C)C)C(C)C)C)N)C. Drug 2: C#CCC(CC1=CN=C2C(=N1)C(=NC(=N2)N)N)C3=CC=C(C=C3)C(=O)NC(CCC(=O)O)C(=O)O. Cell line: NCI/ADR-RES. Synergy scores: CSS=11.1, Synergy_ZIP=-0.151, Synergy_Bliss=-2.58, Synergy_Loewe=-8.63, Synergy_HSA=-2.95. (4) Drug 1: CNC(=O)C1=CC=CC=C1SC2=CC3=C(C=C2)C(=NN3)C=CC4=CC=CC=N4. Drug 2: CCC1(C2=C(COC1=O)C(=O)N3CC4=CC5=C(C=CC(=C5CN(C)C)O)N=C4C3=C2)O.Cl. Cell line: OVCAR-5. Synergy scores: CSS=13.2, Synergy_ZIP=-2.87, Synergy_Bliss=2.44, Synergy_Loewe=-9.58, Synergy_HSA=0.932. (5) Synergy scores: CSS=15.8, Synergy_ZIP=6.20, Synergy_Bliss=11.3, Synergy_Loewe=-17.1, Synergy_HSA=5.95. Cell line: RPMI-8226. Drug 1: C1CC(C1)(C(=O)O)C(=O)O.[NH2-].[NH2-].[Pt+2]. Drug 2: CCC1(C2=C(COC1=O)C(=O)N3CC4=CC5=C(C=CC(=C5CN(C)C)O)N=C4C3=C2)O.Cl. (6) Drug 1: C1=CC(=CC=C1CCC2=CNC3=C2C(=O)NC(=N3)N)C(=O)NC(CCC(=O)O)C(=O)O. Drug 2: CN(CCCl)CCCl.Cl. Cell line: U251. Synergy scores: CSS=35.4, Synergy_ZIP=-8.63, Synergy_Bliss=-7.53, Synergy_Loewe=-10.2, Synergy_HSA=-3.81. (7) Drug 1: CCCS(=O)(=O)NC1=C(C(=C(C=C1)F)C(=O)C2=CNC3=C2C=C(C=N3)C4=CC=C(C=C4)Cl)F. Drug 2: CN1C2=C(C=C(C=C2)N(CCCl)CCCl)N=C1CCCC(=O)O.Cl. Cell line: EKVX. Synergy scores: CSS=2.42, Synergy_ZIP=0.882, Synergy_Bliss=4.01, Synergy_Loewe=1.96, Synergy_HSA=1.85. (8) Drug 1: CCC1(C2=C(COC1=O)C(=O)N3CC4=CC5=C(C=CC(=C5CN(C)C)O)N=C4C3=C2)O.Cl. Drug 2: CC1C(C(CC(O1)OC2CC(CC3=C2C(=C4C(=C3O)C(=O)C5=CC=CC=C5C4=O)O)(C(=O)C)O)N)O. Cell line: HCT116. Synergy scores: CSS=40.9, Synergy_ZIP=-14.8, Synergy_Bliss=-20.2, Synergy_Loewe=-15.7, Synergy_HSA=-14.1. (9) Drug 1: C1=NC2=C(N1)C(=S)N=CN2. Drug 2: N.N.Cl[Pt+2]Cl. Cell line: COLO 205. Synergy scores: CSS=26.9, Synergy_ZIP=-9.27, Synergy_Bliss=-7.82, Synergy_Loewe=-27.8, Synergy_HSA=-3.26.